Regression/Classification. Given a drug SMILES string, predict its absorption, distribution, metabolism, or excretion properties. Task type varies by dataset: regression for continuous measurements (e.g., permeability, clearance, half-life) or binary classification for categorical outcomes (e.g., BBB penetration, CYP inhibition). Dataset: cyp2c19_veith. From a dataset of CYP2C19 inhibition data for predicting drug metabolism from PubChem BioAssay. (1) The compound is CC1(C)C(=O)N(CCN2CCC(C(=O)c3ccc(F)cc3)CC2)c2ccccc21. The result is 0 (non-inhibitor). (2) The compound is O=C(OCc1cccc(F)c1)c1ccc2c(c1)-c1ccccc1C2=O. The result is 1 (inhibitor). (3) The molecule is Cc1oc2cc(O)ccc2c(=O)c1-c1cnn(-c2ccccc2)c1. The result is 1 (inhibitor). (4) The drug is O=C(CSc1nc2ccccc2c(=O)n1-c1ccc(Cl)cc1)c1ccco1. The result is 1 (inhibitor). (5) The molecule is COc1cccc(-c2nc(N(C)Cc3ccco3)c3ccccc3n2)c1. The result is 1 (inhibitor). (6) The molecule is O=C(N/N=C/c1ccc(Cl)cc1Cl)Nc1ccccc1. The result is 1 (inhibitor).